This data is from M1 muscarinic receptor agonist screen with 61,833 compounds. The task is: Binary Classification. Given a drug SMILES string, predict its activity (active/inactive) in a high-throughput screening assay against a specified biological target. (1) The drug is S(=O)(=O)(NC1CCCCC1)c1c(cc(OCC)c(c1)C)C. The result is 0 (inactive). (2) The drug is S(=O)(=O)(N1CCC(CC1)C(=O)NCCCN(Cc1ccccc1)C)CCC. The result is 0 (inactive). (3) The result is 0 (inactive). The molecule is Brc1cc(C2N(C(=O)c3oc4c(c(=O)c23)cc(cc4)C)Cc2occc2)ccc1.